Dataset: Forward reaction prediction with 1.9M reactions from USPTO patents (1976-2016). Task: Predict the product of the given reaction. (1) Given the reactants [Cl:1][C:2]1[CH:7]=[C:6]([F:8])[CH:5]=[CH:4][C:3]=1[C:9]1[C:10]2[N:11]([N:15]=[C:16]([NH:18][CH:19]3[CH2:24][CH2:23][N:22](C(OC(C)(C)C)=O)[CH2:21][CH2:20]3)[N:17]=2)[CH:12]=[CH:13][CH:14]=1.Cl, predict the reaction product. The product is: [Cl:1][C:2]1[CH:7]=[C:6]([F:8])[CH:5]=[CH:4][C:3]=1[C:9]1[C:10]2[N:11]([N:15]=[C:16]([NH:18][CH:19]3[CH2:24][CH2:23][NH:22][CH2:21][CH2:20]3)[N:17]=2)[CH:12]=[CH:13][CH:14]=1. (2) Given the reactants [C:1]([OH:12])(=[O:11])[C:2]1[C:3](=[CH:7][CH:8]=[CH:9][CH:10]=1)[C:4]([OH:6])=[O:5].COC(=O)[O-].[CH3:18][NH+:19]1[CH2:23][CH:22]([CH3:24])[N:21]([CH3:25])[CH:20]1[CH3:26], predict the reaction product. The product is: [CH3:18][NH+:19]1[CH2:23][CH:22]([CH3:24])[N:21]([CH3:25])[CH:20]1[CH3:26].[C:1]([O-:12])(=[O:11])[C:2]1[C:3](=[CH:7][CH:8]=[CH:9][CH:10]=1)[C:4]([O-:6])=[O:5]. (3) The product is: [CH2:17]([N:3]([CH2:1][CH3:2])[CH2:4][CH2:5][CH2:6][O:7][C:8]1[CH:9]=[CH:10][C:11]([NH2:14])=[CH:12][CH:13]=1)[CH3:18]. Given the reactants [CH2:1]([N:3]([CH2:17][CH3:18])[CH2:4][CH2:5][CH2:6][O:7][C:8]1[CH:13]=[CH:12][C:11]([N+:14]([O-])=O)=[CH:10][CH:9]=1)[CH3:2], predict the reaction product.